This data is from Forward reaction prediction with 1.9M reactions from USPTO patents (1976-2016). The task is: Predict the product of the given reaction. (1) The product is: [N:1]1[C:9]2[C:4](=[N:5][CH:6]=[CH:7][CH:8]=2)[N:3]([C:10]2[CH:11]=[CH:12][C:13]([CH2:16][C:17]([NH:34][C:31]3[CH:32]=[CH:33][C:28]([CH2:27][N:24]4[CH2:23][CH2:22][N:21]([CH3:20])[CH2:26][CH2:25]4)=[C:29]([C:35]([F:38])([F:37])[F:36])[CH:30]=3)=[O:19])=[CH:14][CH:15]=2)[CH:2]=1. Given the reactants [N:1]1[C:9]2[C:4](=[N:5][CH:6]=[CH:7][CH:8]=2)[N:3]([C:10]2[CH:15]=[CH:14][C:13]([CH2:16][C:17]([OH:19])=O)=[CH:12][CH:11]=2)[CH:2]=1.[CH3:20][N:21]1[CH2:26][CH2:25][N:24]([CH2:27][C:28]2[CH:33]=[CH:32][C:31]([NH2:34])=[CH:30][C:29]=2[C:35]([F:38])([F:37])[F:36])[CH2:23][CH2:22]1, predict the reaction product. (2) Given the reactants [N+:1]([C:4]1[CH:5]=[C:6]([C:10]2[C:17]([C:18]3[CH:23]=[CH:22][N:21]=[CH:20][CH:19]=3)=[C:13]3[S:14][CH:15]=[CH:16][N:12]3[N:11]=2)[CH:7]=[CH:8][CH:9]=1)([O-])=O.[Cl-].[NH4+].C([O-])(O)=O.[Na+], predict the reaction product. The product is: [N:21]1[CH:20]=[CH:19][C:18]([C:17]2[C:10]([C:6]3[CH:5]=[C:4]([NH2:1])[CH:9]=[CH:8][CH:7]=3)=[N:11][N:12]3[CH:16]=[CH:15][S:14][C:13]=23)=[CH:23][CH:22]=1. (3) Given the reactants [NH2:1][C:2]1[CH:3]=[C:4]([CH:8]=[CH:9][C:10]=1[NH:11][CH2:12][CH2:13][CH2:14][NH:15][C:16]([O:18][C:19]([CH3:22])([CH3:21])[CH3:20])=[O:17])[C:5]([OH:7])=[O:6].CCN(C(C)C)C(C)C.Cl[Si](C)(C)C.Cl[C:38]([O:41]C(=O)OC(Cl)(Cl)Cl)(Cl)Cl.C(=O)(O)[O-].[Na+].C(O)(=O)CC(CC(O)=O)(C(O)=O)O, predict the reaction product. The product is: [C:19]([O:18][C:16]([NH:15][CH2:14][CH2:13][CH2:12][N:11]1[C:10]2[CH:9]=[CH:8][C:4]([C:5]([OH:7])=[O:6])=[CH:3][C:2]=2[NH:1][C:38]1=[O:41])=[O:17])([CH3:22])([CH3:21])[CH3:20]. (4) The product is: [CH:13]1([NH:12][C:3]2[N:4]=[C:5]3[CH:11]=[CH:10][N:9]=[CH:8][C:6]3=[N:7][C:2]=2[N:23]2[CH2:22][CH2:21][C:20](=[CH:19][C:18]3[CH:26]=[C:27]([F:30])[CH:28]=[CH:29][C:17]=3[F:16])[CH2:25][CH2:24]2)[CH2:15][CH2:14]1. Given the reactants Cl[C:2]1[N:7]=[C:6]2[CH:8]=[N:9][CH:10]=[CH:11][C:5]2=[N:4][C:3]=1[NH:12][CH:13]1[CH2:15][CH2:14]1.[F:16][C:17]1[CH:29]=[CH:28][C:27]([F:30])=[CH:26][C:18]=1[CH:19]=[C:20]1[CH2:25][CH2:24][NH:23][CH2:22][CH2:21]1.CCN(C(C)C)C(C)C, predict the reaction product. (5) Given the reactants [CH2:1]([OH:5])[CH2:2][CH2:3][OH:4].[Na].[Cl:7][C:8]1[CH:15]=[C:14](F)[CH:13]=[CH:12][C:9]=1[C:10]#[N:11], predict the reaction product. The product is: [Cl:7][C:8]1[CH:15]=[C:14]([O:4][CH2:3][CH2:2][CH2:1][OH:5])[CH:13]=[CH:12][C:9]=1[C:10]#[N:11].